This data is from Skin sensitization/reaction prediction data. The task is: Regression/Classification. Given a drug SMILES string, predict its toxicity properties. Task type varies by dataset: regression for continuous values (e.g., LD50, hERG inhibition percentage) or binary classification for toxic/non-toxic outcomes (e.g., AMES mutagenicity, cardiotoxicity, hepatotoxicity). Dataset: skin_reaction. (1) The compound is Cc1ccc(CCC=O)cc1. The result is 1 (causes skin reaction). (2) The molecule is O=C(CS)OCC(O)CO. The result is 1 (causes skin reaction).